Dataset: Forward reaction prediction with 1.9M reactions from USPTO patents (1976-2016). Task: Predict the product of the given reaction. (1) Given the reactants [NH2:1][CH2:2][CH:3]1[CH2:8][CH2:7][C:6]2[C:9]3[C:14]([NH:15][C:16]4[CH:25]=[CH:24][C:19]5[NH:20][C:21](=[O:23])[S:22][C:18]=5[CH:17]=4)=[N:13][CH:12]=[N:11][C:10]=3[S:26][C:5]=2[CH2:4]1.[C:27]([O:31][C:32]([NH:34][C@H:35]([C:39](O)=[O:40])[CH2:36][CH2:37][OH:38])=[O:33])([CH3:30])([CH3:29])[CH3:28], predict the reaction product. The product is: [OH:38][CH2:37][CH2:36][C@@H:35]([NH:34][C:32](=[O:33])[O:31][C:27]([CH3:29])([CH3:28])[CH3:30])[C:39](=[O:40])[NH:1][CH2:2][CH:3]1[CH2:8][CH2:7][C:6]2[C:9]3[C:14]([NH:15][C:16]4[CH:25]=[CH:24][C:19]5[NH:20][C:21](=[O:23])[S:22][C:18]=5[CH:17]=4)=[N:13][CH:12]=[N:11][C:10]=3[S:26][C:5]=2[CH2:4]1. (2) Given the reactants [Cl:1][C:2]1[N:3]=[C:4](Cl)[C:5]2[CH2:10][CH2:9][CH:8]([C:11]3[CH:16]=[CH:15][C:14]([F:17])=[CH:13][CH:12]=3)[C:6]=2[N:7]=1.[CH3:19][N:20]([CH3:26])[CH:21]1[CH2:25][CH2:24][NH:23][CH2:22]1, predict the reaction product. The product is: [Cl:1][C:2]1[N:3]=[C:4]([N:23]2[CH2:24][CH2:25][CH:21]([N:20]([CH3:26])[CH3:19])[CH2:22]2)[C:5]2[CH2:10][CH2:9][CH:8]([C:11]3[CH:16]=[CH:15][C:14]([F:17])=[CH:13][CH:12]=3)[C:6]=2[N:7]=1. (3) The product is: [Cl:25][C:17]1[C:12]([C@H:9]2[CH2:10][CH2:11][C@H:6]([C:4]([OH:3])=[O:5])[CH2:7][CH2:8]2)=[N:13][CH:14]=[CH:15][CH:16]=1. Given the reactants C([O:3][C:4]([C@H:6]1[CH2:11][CH2:10][C@H:9]([C:12]2[C:17](N)=[CH:16][CH:15]=[CH:14][N:13]=2)[CH2:8][CH2:7]1)=[O:5])C.N([O-])=O.[Na+].[OH-].[Na+].[ClH:25], predict the reaction product. (4) Given the reactants [CH:1]1[C:10]2[CH2:9][CH2:8][CH2:7][CH2:6][C:5]=2[CH:4]=[CH:3][C:2]=1[OH:11].C1C(=O)N([Br:19])C(=O)C1, predict the reaction product. The product is: [Br:19][C:1]1[C:10]2[CH2:9][CH2:8][CH2:7][CH2:6][C:5]=2[CH:4]=[CH:3][C:2]=1[OH:11]. (5) The product is: [CH3:21][O:20][C:16]1[CH:15]=[C:14]([C:11]2[CH:12]=[CH:13][C:8]3[N:7]=[C:25]([C:27]4[CH:28]=[C:29]([CH:30]=[CH:31][CH:32]=4)[C:33]#[N:34])[CH2:24][C:23](=[O:35])[NH:22][C:9]=3[CH:10]=2)[CH:19]=[CH:18][CH:17]=1. Given the reactants C(OC(=O)[NH:7][C:8]1[CH:13]=[CH:12][C:11]([C:14]2[CH:19]=[CH:18][CH:17]=[C:16]([O:20][CH3:21])[CH:15]=2)=[CH:10][C:9]=1[NH:22][C:23](=[O:35])[CH2:24][C:25]([C:27]1[CH:32]=[CH:31][CH:30]=[C:29]([C:33]#[N:34])[CH:28]=1)=O)(C)(C)C.C(O)(C(F)(F)F)=O, predict the reaction product. (6) The product is: [OH:37][NH:36][C:14]([C:13]1[C:8]2[N:7]=[C:6]([C:16]3[C:17]([F:23])=[CH:18][CH:19]=[CH:20][C:21]=3[F:22])[N:5]([CH2:4][C:3]3[C:24]([F:28])=[CH:25][CH:26]=[CH:27][C:2]=3[F:1])[C:9]=2[CH:10]=[CH:11][CH:12]=1)=[NH:15]. Given the reactants [F:1][C:2]1[CH:27]=[CH:26][CH:25]=[C:24]([F:28])[C:3]=1[CH2:4][N:5]1[C:9]2[CH:10]=[CH:11][CH:12]=[C:13]([C:14]#[N:15])[C:8]=2[N:7]=[C:6]1[C:16]1[C:21]([F:22])=[CH:20][CH:19]=[CH:18][C:17]=1[F:23].C(N(CC)CC)C.[NH2:36][OH:37], predict the reaction product. (7) The product is: [CH2:10]([NH:12][CH2:7][C:2]1[CH:3]=[CH:4][CH:5]=[CH:6][N:1]=1)[CH3:11]. Given the reactants [N:1]1[CH:6]=[CH:5][CH:4]=[CH:3][C:2]=1[CH:7]=O.Cl.[CH2:10]([NH2:12])[CH3:11].C1(C)C=CC=CC=1.C(O)C, predict the reaction product.